From a dataset of Full USPTO retrosynthesis dataset with 1.9M reactions from patents (1976-2016). Predict the reactants needed to synthesize the given product. (1) The reactants are: [Br:1][C:2]1[CH:7]=[C:6]([F:8])[CH:5]=[CH:4][C:3]=1[CH:9]1[C:14]([C:15]([O:17][CH2:18][CH3:19])=[O:16])=[C:13]([CH3:20])[NH:12][C:11]([C:21]2[S:25][N:24]=[CH:23][N:22]=2)=[N:10]1.C1C(=O)N([Br:33])C(=O)C1. Given the product [Br:1][C:2]1[CH:7]=[C:6]([F:8])[CH:5]=[CH:4][C:3]=1[CH:9]1[C:14]([C:15]([O:17][CH2:18][CH3:19])=[O:16])=[C:13]([CH2:20][Br:33])[NH:12][C:11]([C:21]2[S:25][N:24]=[CH:23][N:22]=2)=[N:10]1, predict the reactants needed to synthesize it. (2) Given the product [CH3:1][C:2]1[O:6][C:5]([C:7]2[CH:12]=[CH:11][CH:10]=[CH:9][CH:8]=2)=[N:4][C:3]=1[CH2:14][CH2:15][O:16][C:17]1[CH:22]=[CH:21][C:20]([CH2:23][C@H:24]([NH:30][CH2:31][C:32]2[CH:37]=[CH:36][CH:35]=[CH:34][C:33]=2[Cl:39])[C:25]([O:27][CH3:28])=[O:26])=[CH:19][CH:18]=1, predict the reactants needed to synthesize it. The reactants are: [CH3:1][C:2]1[O:6][C:5]([C:7]2[CH:12]=[CH:11][C:10](C)=[CH:9][CH:8]=2)=[N:4][C:3]=1[CH2:14][CH2:15][O:16][C:17]1[CH:22]=[CH:21][C:20]([CH2:23][C@H:24]([NH:30][CH2:31][C:32]2[CH:37]=[CH:36][C:35](F)=[CH:34][CH:33]=2)[C:25]([O:27][CH2:28]C)=[O:26])=[CH:19][CH:18]=1.[Cl:39]C1C=CC=CC=1C=O. (3) Given the product [CH3:1][O:2][C:3]1[CH:8]=[CH:7][CH:6]=[C:5]2[C:4]=1[S:9][C:10]1[CH:18]=[CH:17][C:16]([N+:19]([O-:21])=[O:20])=[CH:15][C:11]=1[C:12]2=[O:14], predict the reactants needed to synthesize it. The reactants are: [CH3:1][O:2][C:3]1[CH:8]=[CH:7][CH:6]=[CH:5][C:4]=1[S:9][C:10]1[CH:18]=[CH:17][C:16]([N+:19]([O-:21])=[O:20])=[CH:15][C:11]=1[C:12]([OH:14])=O.N. (4) Given the product [CH:22]1([N:25]2[CH2:33][C:32]3[C:27](=[CH:28][CH:29]=[C:30]([C:34]4[C:42]5[C:37](=[N:38][C:39]([C:43]6[CH:48]=[C:47]([O:49][CH3:50])[CH:46]=[C:45]([O:51][CH3:52])[C:44]=6[F:21])=[CH:40][CH:41]=5)[N:36]([CH:53]5[CH2:58][CH2:57][CH2:56][CH2:55][O:54]5)[N:35]=4)[CH:31]=3)[C:26]2=[O:59])[CH2:23][CH2:24]1, predict the reactants needed to synthesize it. The reactants are: [B-](F)(F)(F)F.[B-](F)(F)(F)F.C1[N+]2(CCl)CC[N+]([F:21])(CC2)C1.[CH:22]1([N:25]2[CH2:33][C:32]3[C:27](=[CH:28][CH:29]=[C:30]([C:34]4[C:42]5[C:37](=[N:38][C:39]([C:43]6[CH:48]=[C:47]([O:49][CH3:50])[CH:46]=[C:45]([O:51][CH3:52])[CH:44]=6)=[CH:40][CH:41]=5)[N:36]([CH:53]5[CH2:58][CH2:57][CH2:56][CH2:55][O:54]5)[N:35]=4)[CH:31]=3)[C:26]2=[O:59])[CH2:24][CH2:23]1. (5) Given the product [C:1]([C:5]1[N:10]=[CH:9][C:8]([C:11]2[N:12]([C:32]([N:50]3[CH2:51][CH2:52][N:47]([CH:44]4[CH2:43][CH2:42][S:41](=[O:53])(=[O:40])[CH2:46][CH2:45]4)[CH2:48][CH2:49]3)=[O:33])[C@@:13]([C:25]3[CH:26]=[CH:27][C:28]([Cl:31])=[CH:29][CH:30]=3)([CH3:24])[C@@:14]([C:17]3[CH:22]=[CH:21][C:20]([Cl:23])=[CH:19][CH:18]=3)([CH3:16])[N:15]=2)=[C:7]([O:35][CH2:36][CH3:37])[CH:6]=1)([CH3:4])([CH3:3])[CH3:2], predict the reactants needed to synthesize it. The reactants are: [C:1]([C:5]1[N:10]=[CH:9][C:8]([C:11]2[N:12]([C:32](Cl)=[O:33])[C@@:13]([C:25]3[CH:30]=[CH:29][C:28]([Cl:31])=[CH:27][CH:26]=3)([CH3:24])[C@@:14]([C:17]3[CH:22]=[CH:21][C:20]([Cl:23])=[CH:19][CH:18]=3)([CH3:16])[N:15]=2)=[C:7]([O:35][CH2:36][CH3:37])[CH:6]=1)([CH3:4])([CH3:3])[CH3:2].Cl.Cl.[O:40]=[S:41]1(=[O:53])[CH2:46][CH2:45][CH:44]([N:47]2[CH2:52][CH2:51][NH:50][CH2:49][CH2:48]2)[CH2:43][CH2:42]1.